Dataset: Full USPTO retrosynthesis dataset with 1.9M reactions from patents (1976-2016). Task: Predict the reactants needed to synthesize the given product. (1) Given the product [CH2:1]([N:3]1[CH2:4][CH2:5][N:6]([C:9]2[CH:14]=[CH:13][C:12]([NH2:15])=[CH:11][CH:10]=2)[CH2:7][CH2:8]1)[CH3:2], predict the reactants needed to synthesize it. The reactants are: [CH2:1]([N:3]1[CH2:8][CH2:7][N:6]([C:9]2[CH:14]=[CH:13][C:12]([N+:15]([O-])=O)=[CH:11][CH:10]=2)[CH2:5][CH2:4]1)[CH3:2]. (2) Given the product [O:33]([C:40]1[CH:41]=[CH:42][C:43]([CH2:44][NH:45][C:4](=[O:6])[C:3]2[CH:7]=[CH:8][C:9]([NH2:11])=[N:10][C:2]=2[NH2:1])=[CH:46][CH:47]=1)[C:34]1[CH:39]=[CH:38][CH:37]=[CH:36][CH:35]=1, predict the reactants needed to synthesize it. The reactants are: [NH2:1][C:2]1[N:10]=[C:9]([NH2:11])[CH:8]=[CH:7][C:3]=1[C:4]([OH:6])=O.ON1C2C=CC=CC=2N=N1.CCN=C=NCCCN(C)C.[O:33]([C:40]1[CH:47]=[CH:46][C:43]([CH2:44][NH2:45])=[CH:42][CH:41]=1)[C:34]1[CH:39]=[CH:38][CH:37]=[CH:36][CH:35]=1.C(=O)(O)[O-].[Na+]. (3) Given the product [CH2:1]([N:3]1[C:8]([OH:9])=[C:7]([C:29]([NH:28][CH2:31][C:32]([OH:34])=[O:33])=[O:30])[C:6](=[O:10])[N:5]([CH2:11][C:12]2[CH:17]=[CH:16][CH:15]=[CH:14][CH:13]=2)[C:4]1=[O:18])[CH3:2], predict the reactants needed to synthesize it. The reactants are: [CH2:1]([N:3]1[C:8](=[O:9])[CH2:7][C:6](=[O:10])[N:5]([CH2:11][C:12]2[CH:17]=[CH:16][CH:15]=[CH:14][CH:13]=2)[C:4]1=[O:18])[CH3:2].C(N(C(C)C)CC)(C)C.[N:28]([CH2:31][C:32]([O:34]CC)=[O:33])=[C:29]=[O:30]. (4) Given the product [C:37]([OH:49])(=[O:48])[CH2:38][C:39]([CH2:44][C:45]([OH:47])=[O:46])([C:41]([OH:43])=[O:42])[OH:40].[CH3:1][N:2]([CH3:33])[C:3]1([C:27]2[CH:28]=[CH:29][CH:30]=[CH:31][CH:32]=2)[CH2:8][CH2:7][CH:6]([CH2:9][NH:10][C:11]([N:13]2[CH2:17][CH2:16][CH:15]([C:18]3[C:26]4[C:21](=[CH:22][CH:23]=[CH:24][CH:25]=4)[NH:20][CH:19]=3)[CH2:14]2)=[O:12])[CH2:5][CH2:4]1, predict the reactants needed to synthesize it. The reactants are: [CH3:1][N:2]([CH3:33])[C:3]1([C:27]2[CH:32]=[CH:31][CH:30]=[CH:29][CH:28]=2)[CH2:8][CH2:7][CH:6]([CH2:9][NH:10][C:11]([N:13]2[CH2:17][CH2:16][CH:15]([C:18]3[C:26]4[C:21](=[CH:22][CH:23]=[CH:24][CH:25]=4)[NH:20][CH:19]=3)[CH2:14]2)=[O:12])[CH2:5][CH2:4]1.C(O)C.[C:37]([OH:49])(=[O:48])[CH2:38][C:39]([CH2:44][C:45]([OH:47])=[O:46])([C:41]([OH:43])=[O:42])[OH:40]. (5) Given the product [Br:19][CH2:20][CH2:21][CH2:22][CH2:23][O:1][C:2]1[CH:11]=[C:10]2[C:5]([CH2:6][CH2:7][C:8](=[O:12])[NH:9]2)=[CH:4][CH:3]=1, predict the reactants needed to synthesize it. The reactants are: [OH:1][C:2]1[CH:11]=[C:10]2[C:5]([CH2:6][CH2:7][C:8](=[O:12])[NH:9]2)=[CH:4][CH:3]=1.C(=O)([O-])[O-].[K+].[K+].[Br:19][CH2:20][CH2:21][CH2:22][CH2:23]Br. (6) The reactants are: [CH3:1][CH:2]([CH3:16])[C:3]([NH:5][C:6]1[C:11]([N+:12]([O-])=O)=[CH:10][CH:9]=[CH:8][C:7]=1[CH3:15])=[O:4].[H][H]. Given the product [NH2:12][C:11]1[CH:10]=[CH:9][CH:8]=[C:7]([CH3:15])[C:6]=1[NH:5][C:3](=[O:4])[CH:2]([CH3:1])[CH3:16], predict the reactants needed to synthesize it. (7) Given the product [C:11]([O:15][C:16]([N:18]1[CH2:23][CH2:22][CH2:21][CH2:20][CH:19]1[C:24]([C:9]1[O:10][C:6]2[CH:5]=[CH:4][CH:3]=[C:2]([F:1])[C:7]=2[CH:8]=1)=[O:29])=[O:17])([CH3:14])([CH3:13])[CH3:12], predict the reactants needed to synthesize it. The reactants are: [F:1][C:2]1[C:7]2[CH:8]=[CH:9][O:10][C:6]=2[CH:5]=[CH:4][CH:3]=1.[C:11]([O:15][C:16]([N:18]1[CH2:23][CH2:22][CH2:21][CH2:20][CH:19]1[C:24](=[O:29])N(OC)C)=[O:17])([CH3:14])([CH3:13])[CH3:12]. (8) Given the product [CH3:1][O:2][C:3]1[C:8]2[N:9]=[C:10]([NH:12][C:20]([N:31]3[CH2:30][CH:29]4[O:36][CH:33]([CH2:34][CH2:35]4)[CH2:32]3)=[O:21])[S:11][C:7]=2[C:6]([N:13]2[CH2:18][CH2:17][O:16][CH2:15][CH2:14]2)=[CH:5][CH:4]=1, predict the reactants needed to synthesize it. The reactants are: [CH3:1][O:2][C:3]1[C:8]2[N:9]=[C:10]([NH2:12])[S:11][C:7]=2[C:6]([N:13]2[CH2:18][CH2:17][O:16][CH2:15][CH2:14]2)=[CH:5][CH:4]=1.Cl[C:20](OC1C=CC=CC=1)=[O:21].[CH:29]12[O:36][CH:33]([CH2:34][CH2:35]1)[CH2:32][NH:31][CH2:30]2.